From a dataset of Forward reaction prediction with 1.9M reactions from USPTO patents (1976-2016). Predict the product of the given reaction. (1) Given the reactants [C:1]1([NH2:8])[C:2]([NH2:7])=[CH:3][CH:4]=[CH:5][CH:6]=1.Cl.[N:10]1[CH:15]=[CH:14][C:13]([CH2:16][C:17](O)=O)=[CH:12][CH:11]=1.C(=O)([O-])[O-].[Na+].[Na+], predict the reaction product. The product is: [N:10]1[CH:15]=[CH:14][C:13]([CH2:16][C:17]2[NH:8][C:1]3[CH:6]=[CH:5][CH:4]=[CH:3][C:2]=3[N:7]=2)=[CH:12][CH:11]=1. (2) The product is: [S:13]1[C:19]2[CH:20]=[CH:21][CH:22]=[CH:23][C:18]=2[CH2:17][N:16]([C:2]2[N:3]=[C:4]([NH:3][CH2:4][CH2:5][CH2:6][NH2:7])[C:5]3[S:10][C:9]([CH3:11])=[CH:8][C:6]=3[N:7]=2)[CH2:15][CH2:14]1. Given the reactants Cl[C:2]1[N:3]=[C:4](Cl)[C:5]2[S:10][C:9]([CH3:11])=[CH:8][C:6]=2[N:7]=1.[S:13]1[C:19]2[CH:20]=[CH:21][CH:22]=[CH:23][C:18]=2[CH2:17][NH:16][CH2:15][CH2:14]1, predict the reaction product.